From a dataset of Full USPTO retrosynthesis dataset with 1.9M reactions from patents (1976-2016). Predict the reactants needed to synthesize the given product. (1) Given the product [Cl:20][C:19]1[C:18]2[C:13](=[CH:14][CH:15]=[C:16]([Cl:26])[CH:17]=2)[N:12]([CH3:22])[C:11](=[O:23])[C:10]=1[C:8]#[N:7], predict the reactants needed to synthesize it. The reactants are: C1([NH:7][C:8]([C:10]2[C:11](=[O:23])[N:12]([CH3:22])[C:13]3[C:18]([C:19]=2[Cl:20])=[CH:17][C:16](O)=[CH:15][CH:14]=3)=O)CCCCC1.P(Cl)(Cl)([Cl:26])=O. (2) Given the product [Cl:1][C:2]1[S:6][C:5](/[CH:7]=[CH:8]/[S:9]([N:12]([CH2:38][C:39]([O:41][CH:42]([CH3:44])[CH3:43])=[O:40])[C@H:13]2[CH2:17][CH2:16][N:15]([C:18]3[CH:19]=[CH:20][C:21]4[CH2:27][N:26]([C:28]([O:30][C:31]([CH3:32])([CH3:33])[CH3:34])=[O:29])[CH2:25][CH2:24][CH2:23][C:22]=4[CH:35]=3)[C:14]2=[O:36])(=[O:10])=[O:11])=[CH:4][CH:3]=1, predict the reactants needed to synthesize it. The reactants are: [Cl:1][C:2]1[S:6][C:5](/[CH:7]=[CH:8]/[S:9]([NH:12][C@H:13]2[CH2:17][CH2:16][N:15]([C:18]3[CH:19]=[CH:20][C:21]4[CH2:27][N:26]([C:28]([O:30][C:31]([CH3:34])([CH3:33])[CH3:32])=[O:29])[CH2:25][CH2:24][CH2:23][C:22]=4[CH:35]=3)[C:14]2=[O:36])(=[O:11])=[O:10])=[CH:4][CH:3]=1.Br[CH2:38][C:39]([O:41][CH:42]([CH3:44])[CH3:43])=[O:40]. (3) Given the product [C:21]([NH:20][C:18](=[O:19])[C:17]1[CH:25]=[CH:26][CH:27]=[C:15]([CH2:14][N:11]2[CH2:12][CH2:13][N:8]([C:6](=[O:7])[C:5]3[CH:29]=[CH:30][C:2]([NH:1][C:33]([NH:49][CH2:48][CH:45]4[CH2:47][CH2:46]4)=[O:34])=[C:3]([F:31])[CH:4]=3)[CH2:9][C@H:10]2[CH3:28])[CH:16]=1)([CH3:23])([CH3:22])[CH3:24], predict the reactants needed to synthesize it. The reactants are: [NH2:1][C:2]1[CH:30]=[CH:29][C:5]([C:6]([N:8]2[CH2:13][CH2:12][N:11]([CH2:14][C:15]3[CH:16]=[C:17]([CH:25]=[CH:26][CH:27]=3)[C:18]([NH:20][C:21]([CH3:24])([CH3:23])[CH3:22])=[O:19])[C@H:10]([CH3:28])[CH2:9]2)=[O:7])=[CH:4][C:3]=1[F:31].Cl[C:33](OC1C=CC([N+]([O-])=O)=CC=1)=[O:34].[CH:45]1([CH2:48][NH2:49])[CH2:47][CH2:46]1.O. (4) Given the product [CH3:13][C:12]1[N:8]([CH2:7][C:4]2[S:3][C:2]([N:30]3[CH2:35][CH2:34][O:33][CH2:32][CH2:31]3)=[N:6][CH:5]=2)[N:9]=[C:10]([C:14]2[O:18][N:17]=[C:16]([C:19]3[CH:24]=[CH:23][C:22]([O:25][C:26]([F:29])([F:28])[F:27])=[CH:21][CH:20]=3)[N:15]=2)[N:11]=1, predict the reactants needed to synthesize it. The reactants are: Cl[C:2]1[S:3][C:4]([CH2:7][N:8]2[C:12]([CH3:13])=[N:11][C:10]([C:14]3[O:18][N:17]=[C:16]([C:19]4[CH:24]=[CH:23][C:22]([O:25][C:26]([F:29])([F:28])[F:27])=[CH:21][CH:20]=4)[N:15]=3)=[N:9]2)=[CH:5][N:6]=1.[NH:30]1[CH2:35][CH2:34][O:33][CH2:32][CH2:31]1. (5) Given the product [CH3:32][O:31][C:30](=[O:33])[C:19]1[CH:24]=[C:23]([CH2:25][CH3:26])[C:22]([O:27][CH3:28])=[N:21][C:20]=1[CH3:29], predict the reactants needed to synthesize it. The reactants are: C([Li])CCC.CCCCCC.C([Mg]Br)CCC.Br[C:19]1[C:20]([CH3:29])=[N:21][C:22]([O:27][CH3:28])=[C:23]([CH2:25][CH3:26])[CH:24]=1.[C:30](=O)([O:33]C)[O:31][CH3:32]. (6) Given the product [I:10][C:9]1[CH:8]=[CH:7][CH:6]=[C:5]2[C:4]=1[C:3](=[O:13])[N:23]([CH2:22][CH2:21][CH:20]([C:14]1[CH:19]=[CH:18][CH:17]=[CH:16][CH:15]=1)[CH3:24])[CH2:11]2, predict the reactants needed to synthesize it. The reactants are: CO[C:3](=[O:13])[C:4]1[C:9]([I:10])=[CH:8][CH:7]=[CH:6][C:5]=1[CH2:11]Br.[C:14]1([CH:20]([CH3:24])[CH2:21][CH2:22][NH2:23])[CH:19]=[CH:18][CH:17]=[CH:16][CH:15]=1.C([O-])([O-])=O.[K+].[K+].C(OCC)(=O)C. (7) Given the product [C:11]1([C:2]([C:5]2[CH:6]=[CH:7][CH:8]=[CH:9][CH:10]=2)([CH3:1])[C:3]#[C:4][C:30]2([OH:40])[CH:31]3[CH2:34][CH2:35][N:28]([CH2:33][CH2:32]3)[CH2:29]2)[CH:16]=[CH:15][CH:14]=[CH:13][CH:12]=1, predict the reactants needed to synthesize it. The reactants are: [CH3:1][C:2]([C:11]1[CH:16]=[CH:15][CH:14]=[CH:13][CH:12]=1)([C:5]1[CH:10]=[CH:9][CH:8]=[CH:7][CH:6]=1)[C:3]#[CH:4].[Li]CCCC.CCCCCC.[N:28]12[CH2:35][CH2:34][CH:31]([CH2:32][CH2:33]1)[CH2:30][C:29]2=O.C1C[O:40]CC1. (8) Given the product [CH3:44][N:43]([CH3:45])[C:41]([C:40]1[CH:46]=[CH:47][C:37]([NH:36][C:2]2[N:3]=[C:4]([O:29][CH:30]3[CH2:35][CH2:34][O:33][CH2:32][CH2:31]3)[C:5]3[C:10]([C:11]4[CH:12]=[CH:13][C:14]([C:17]([NH:19][CH3:20])=[O:18])=[N:15][CH:16]=4)=[CH:9][NH:8][C:6]=3[N:7]=2)=[C:38]([CH3:48])[CH:39]=1)=[O:42], predict the reactants needed to synthesize it. The reactants are: Cl[C:2]1[N:3]=[C:4]([O:29][CH:30]2[CH2:35][CH2:34][O:33][CH2:32][CH2:31]2)[C:5]2[C:10]([C:11]3[CH:12]=[CH:13][C:14]([C:17]([NH:19][CH3:20])=[O:18])=[N:15][CH:16]=3)=[CH:9][N:8](COCC[Si](C)(C)C)[C:6]=2[N:7]=1.[NH2:36][C:37]1[CH:47]=[CH:46][C:40]([C:41]([N:43]([CH3:45])[CH3:44])=[O:42])=[CH:39][C:38]=1[CH3:48].CC1(C)C2C=CC=C(P(C3C=CC=CC=3)C3C=CC=CC=3)C=2OC2C1=CC=CC=2P(C1C=CC=CC=1)C1C=CC=CC=1.C(=O)([O-])[O-].[Cs+].[Cs+].